Task: Regression/Classification. Given a drug SMILES string, predict its absorption, distribution, metabolism, or excretion properties. Task type varies by dataset: regression for continuous measurements (e.g., permeability, clearance, half-life) or binary classification for categorical outcomes (e.g., BBB penetration, CYP inhibition). For this dataset (caco2_wang), we predict Y.. Dataset: Caco-2 cell permeability data measuring drug intestinal absorption for ~900 compounds (1) The molecule is CO[C@H](CCC(C)(C)O)[C@](C)(O)[C@H]1CC[C@@]2(O)C3=CC(=O)[C@@H]4C[C@@H](O)[C@@H](O)C[C@@]4(C)C3CC[C@]12C. The Y is -4.79 log Papp (cm/s). (2) The molecule is Nc1nc(=O)c2ncn(COC(CO)CO)c2[nH]1. The Y is -6.37 log Papp (cm/s). (3) The drug is CCCCCCCCOC(=O)c1ccc(O)cc1. The Y is -4.88 log Papp (cm/s). (4) The compound is O=C(Nc1cccc(OC(F)(F)F)c1)c1nscc1NCc1ccncc1. The Y is -5.10 log Papp (cm/s).